From a dataset of In vitro SARS-CoV-2 activity screen of 1,480 approved drugs from Prestwick library. Binary Classification. Given a drug SMILES string, predict its activity (active/inactive) in a high-throughput screening assay against a specified biological target. (1) The result is 0 (inactive). The drug is COc1cc(-c2ccc(=O)[nH]n2)ccc1OC(F)F. (2) The molecule is CCCCC1C(=O)N(c2ccccc2)N(c2ccc(O)cc2)C1=O. The result is 0 (inactive). (3) The drug is CNC(=O)c1c(I)c(C(=O)NCC(=O)Nc2c(I)c(C(=O)O)c(I)c(C(=O)NCCO)c2I)c(I)c(N(C)C(C)=O)c1I. The result is 0 (inactive). (4) The drug is O=c1[nH]c(=O)n(C2CCCO2)cc1F. The result is 0 (inactive).